Dataset: Forward reaction prediction with 1.9M reactions from USPTO patents (1976-2016). Task: Predict the product of the given reaction. (1) Given the reactants C([O:3][C:4](=[O:27])[C@H:5]([CH:24]([CH3:26])[CH3:25])[NH:6][C:7](=[O:23])[C@H:8]([CH3:22])[NH:9][C:10](=[O:21])[CH2:11][C:12]1[CH:17]=[CH:16][CH:15]=[C:14]([N+:18]([O-:20])=[O:19])[CH:13]=1)C, predict the reaction product. The product is: [N+:18]([C:14]1[CH:13]=[C:12]([CH2:11][C:10]([NH:9][C@H:8]([C:7]([NH:6][C@H:5]([C:4]([OH:27])=[O:3])[CH:24]([CH3:25])[CH3:26])=[O:23])[CH3:22])=[O:21])[CH:17]=[CH:16][CH:15]=1)([O-:20])=[O:19]. (2) Given the reactants [CH2:1]([NH:3][C:4]1[S:5][C:6]([C:10]2[CH:15]=[CH:14][N:13]=[C:12]([NH:16][C:17]3[CH:22]=[CH:21][C:20]([N:23]4[CH2:28][CH2:27][N:26](C(=O)C)[CH2:25][CH2:24]4)=[CH:19][CH:18]=3)[N:11]=2)=[C:7]([CH3:9])[N:8]=1)[CH3:2], predict the reaction product. The product is: [CH2:1]([NH:3][C:4]1[S:5][C:6]([C:10]2[CH:15]=[CH:14][N:13]=[C:12]([NH:16][C:17]3[CH:18]=[CH:19][C:20]([N:23]4[CH2:24][CH2:25][NH:26][CH2:27][CH2:28]4)=[CH:21][CH:22]=3)[N:11]=2)=[C:7]([CH3:9])[N:8]=1)[CH3:2].